This data is from Forward reaction prediction with 1.9M reactions from USPTO patents (1976-2016). The task is: Predict the product of the given reaction. (1) Given the reactants S(Cl)(Cl)=O.[CH3:5][C:6]([CH3:32])([CH2:11][C:12](=[O:31])[NH:13][C:14]1[CH:15]=[N:16][C:17]([O:20][C:21](=[O:30])[N:22]([CH3:29])[C:23]2[CH:28]=[CH:27][CH:26]=[CH:25][CH:24]=2)=[CH:18][CH:19]=1)[CH2:7][C:8]([OH:10])=O.[NH:33]1[CH2:38][CH2:37][O:36][CH2:35][CH2:34]1, predict the reaction product. The product is: [CH3:5][C:6]([CH3:32])([CH2:7][C:8]([N:33]1[CH2:38][CH2:37][O:36][CH2:35][CH2:34]1)=[O:10])[CH2:11][C:12]([NH:13][C:14]1[CH:19]=[CH:18][C:17]([O:20][C:21](=[O:30])[N:22]([CH3:29])[C:23]2[CH:24]=[CH:25][CH:26]=[CH:27][CH:28]=2)=[N:16][CH:15]=1)=[O:31]. (2) Given the reactants [S:1]1[CH2:6][CH:5]=[C:4]([C:7]2[CH:12]=[CH:11][C:10]([N:13]3[CH2:17][C@H:16]([CH2:18][N:19]4[CH:23]=[CH:22][N:21]=[N:20]4)[O:15][C:14]3=[O:24])=[CH:9][C:8]=2[F:25])[CH2:3][CH2:2]1.I([O-])(=O)(=O)=[O:27].[Na+], predict the reaction product. The product is: [F:25][C:8]1[CH:9]=[C:10]([N:13]2[CH2:17][C@H:16]([CH2:18][N:19]3[CH:23]=[CH:22][N:21]=[N:20]3)[O:15][C:14]2=[O:24])[CH:11]=[CH:12][C:7]=1[C:4]1[CH2:5][CH2:6][S:1](=[O:27])[CH2:2][CH:3]=1. (3) The product is: [NH2:2][C:3]1[CH:30]=[C:29]([N+:28]([CH3:33])([CH3:26])[CH2:31][CH2:32][C:11]([O-:13])=[O:12])[CH:6]=[CH:7][CH:8]=1. Given the reactants [CH3:6][N:2]([CH3:7])[C:3]1[CH:8]=[C:3]([NH2:2])[CH:6]=[CH:7][CH:8]=1.[C:11](OC(OC(C)(C)C)=O)([O:13]C(C)(C)C)=[O:12].[CH2:26]([N:28]([CH2:31][CH3:32])[CH2:29][CH3:30])C.[CH3:33]O, predict the reaction product. (4) Given the reactants [N:1]([CH:4]1[CH2:10][CH2:9][N:8]([C:11]2[N:15]([CH3:16])[N:14]=[CH:13][C:12]=2[N+:17]([O-:19])=[O:18])[CH2:7][CH:6]([O:20][CH3:21])[CH2:5]1)=[N+]=[N-].C1(P(C2C=CC=CC=2)C2C=CC=CC=2)C=CC=CC=1, predict the reaction product. The product is: [CH3:21][O:20][CH:6]1[CH2:7][N:8]([C:11]2[N:15]([CH3:16])[N:14]=[CH:13][C:12]=2[N+:17]([O-:19])=[O:18])[CH2:9][CH2:10][CH:4]([NH2:1])[CH2:5]1. (5) Given the reactants C[C@@H](N(C)C)[C@@H](O)C1C=CC=CC=1.C(N(CC)CC)C.C[Si]([C:25]#[CH:26])(C)C.[Br:27][C:28]1[CH:33]=[CH:32][C:31]([C:34]2[O:38][N:37]=[C:36]([CH3:39])[C:35]=2[CH:40]=[O:41])=[CH:30][CH:29]=1, predict the reaction product. The product is: [Br:27][C:28]1[CH:29]=[CH:30][C:31]([C:34]2[O:38][N:37]=[C:36]([CH3:39])[C:35]=2[C@@H:40]([OH:41])[C:25]#[CH:26])=[CH:32][CH:33]=1. (6) Given the reactants [Cl:1][C:2]1[CH:3]=[N:4][C:5]([N:8]2[CH2:13][CH2:12][CH:11]([C@H:14]3[CH2:16][C@H:15]3[CH2:17][CH2:18][O:19][C:20]3[CH:25]=[CH:24][C:23]([CH2:26][C:27]([O:29]C)=[O:28])=[CH:22][CH:21]=3)[CH2:10][CH2:9]2)=[N:6][CH:7]=1.CO.[OH-].[Li+].Cl, predict the reaction product. The product is: [Cl:1][C:2]1[CH:3]=[N:4][C:5]([N:8]2[CH2:9][CH2:10][CH:11]([C@H:14]3[CH2:16][C@H:15]3[CH2:17][CH2:18][O:19][C:20]3[CH:21]=[CH:22][C:23]([CH2:26][C:27]([OH:29])=[O:28])=[CH:24][CH:25]=3)[CH2:12][CH2:13]2)=[N:6][CH:7]=1. (7) Given the reactants [Cl:1][C:2]1[CH:3]=[C:4]([CH:8]=[CH:9][C:10]=1[C:11](=[O:26])[NH:12][C:13]1[CH:18]=[CH:17][C:16]([Cl:19])=[C:15]([C:20]2[CH:25]=[CH:24][CH:23]=[CH:22][N:21]=2)[CH:14]=1)[C:5]([OH:7])=O.[NH2:27][CH2:28][CH2:29][CH2:30][N:31]1[CH:35]=[CH:34][N:33]=[CH:32]1, predict the reaction product. The product is: [N:31]1([CH2:30][CH2:29][CH2:28][NH:27][C:5](=[O:7])[C:4]2[CH:8]=[CH:9][C:10]([C:11]([NH:12][C:13]3[CH:18]=[CH:17][C:16]([Cl:19])=[C:15]([C:20]4[CH:25]=[CH:24][CH:23]=[CH:22][N:21]=4)[CH:14]=3)=[O:26])=[C:2]([Cl:1])[CH:3]=2)[CH:35]=[CH:34][N:33]=[CH:32]1. (8) Given the reactants Cl.[CH3:2][CH:3]1[CH2:9][CH2:8][O:7][CH2:6][CH2:5][NH:4]1.Cl[C:11]1[N:16]([CH3:17])[C:15](=[O:18])[CH:14]=[C:13]([C:19]2[CH:24]=[CH:23][N:22]=[CH:21][N:20]=2)[N:12]=1.C(N(CC)CC)C.O, predict the reaction product. The product is: [CH3:2][CH:3]1[CH2:9][CH2:8][O:7][CH2:6][CH2:5][N:4]1[C:11]1[N:16]([CH3:17])[C:15](=[O:18])[CH:14]=[C:13]([C:19]2[CH:24]=[CH:23][N:22]=[CH:21][N:20]=2)[N:12]=1. (9) Given the reactants [O:1]=[C:2]1[C:7]([CH2:8][C:9]2[CH:14]=[CH:13][C:12]([C:15]3[CH:20]=[CH:19][CH:18]=[CH:17][C:16]=3[C:21]3[NH:25][C:24](=[O:26])[O:23][N:22]=3)=[CH:11][CH:10]=2)=[C:6]([CH2:27][CH2:28][CH3:29])[N:5]2[N:30]=[CH:31][N:32]=[C:4]2[N:3]1[C@H:33]1[CH2:38][CH2:37][C@H:36]([O:39][CH2:40][C:41]([NH2:43])=O)[CH2:35][CH2:34]1.N1C=CC=CC=1.FC(F)(F)C(OC(=O)C(F)(F)F)=O, predict the reaction product. The product is: [O:1]=[C:2]1[C:7]([CH2:8][C:9]2[CH:14]=[CH:13][C:12]([C:15]3[CH:20]=[CH:19][CH:18]=[CH:17][C:16]=3[C:21]3[NH:25][C:24](=[O:26])[O:23][N:22]=3)=[CH:11][CH:10]=2)=[C:6]([CH2:27][CH2:28][CH3:29])[N:5]2[N:30]=[CH:31][N:32]=[C:4]2[N:3]1[C@H:33]1[CH2:38][CH2:37][C@H:36]([O:39][CH2:40][C:41]#[N:43])[CH2:35][CH2:34]1. (10) Given the reactants ClC1C=CC(O)=CC=1C(F)(F)F.[Cl:13][C:14]1[CH:15]=[C:16]([OH:21])[CH:17]=[C:18]([Cl:20])[CH:19]=1.CS(O[CH:27]1[CH2:30][N:29]([C:31]([O:33][C:34]([CH3:37])([CH3:36])[CH3:35])=[O:32])[CH2:28]1)(=O)=O, predict the reaction product. The product is: [Cl:13][C:14]1[CH:15]=[C:16]([CH:17]=[C:18]([Cl:20])[CH:19]=1)[O:21][CH:27]1[CH2:28][N:29]([C:31]([O:33][C:34]([CH3:37])([CH3:36])[CH3:35])=[O:32])[CH2:30]1.